Task: Regression/Classification. Given a drug SMILES string, predict its absorption, distribution, metabolism, or excretion properties. Task type varies by dataset: regression for continuous measurements (e.g., permeability, clearance, half-life) or binary classification for categorical outcomes (e.g., BBB penetration, CYP inhibition). For this dataset (lipophilicity_astrazeneca), we predict Y.. Dataset: Experimental lipophilicity measurements (octanol/water distribution) for 4,200 compounds from AstraZeneca (1) The Y is 1.11 logD. The compound is CC1(c2c(C(=O)NC3C4CC5CC(C4)CC3C5)cnn2-c2ccc(C(=O)O)cc2)CC1. (2) The drug is c1ccc(CN(Cc2ccccc2)c2nn[nH]n2)cc1. The Y is 1.37 logD. (3) The Y is 1.52 logD. The drug is COc1cnc(-c2ccccn2)nc1N1CCOCC1. (4) The molecule is Cc1cc(O[C@@H]2C[C@@H]3CC[C@H](C2)N3Cc2ccccc2)cc(C(N)=O)c1. The Y is 2.08 logD. (5) The drug is CCCSc1nc(Oc2ccc(CC(=O)O)cc2)ccc1C(=O)NC1CCCCC1. The Y is 1.79 logD. (6) The molecule is Cc1oc(C#N)cc1-c1c2c(=O)n(C)c(=O)n(CC3CC3)c2nn1Cc1ccnc2ccc(Cl)cc12. The Y is 4.26 logD. (7) The compound is CN1CCC[C@H]1c1ccccn1. The Y is 0.440 logD.